Dataset: Catalyst prediction with 721,799 reactions and 888 catalyst types from USPTO. Task: Predict which catalyst facilitates the given reaction. (1) Reactant: C(OC(=O)[NH:7][C:8]1[CH:13]=[C:12]([O:14][C:15]2[CH:20]=[CH:19][C:18]([NH:21][C:22]([O:24][CH2:25][C:26]3[CH:31]=[CH:30][CH:29]=[CH:28][CH:27]=3)=[O:23])=[C:17]([F:32])[CH:16]=2)[CH:11]=[CH:10][N:9]=1)(C)(C)C. Product: [CH2:25]([O:24][C:22](=[O:23])[NH:21][C:18]1[CH:19]=[CH:20][C:15]([O:14][C:12]2[CH:11]=[CH:10][N:9]=[C:8]([NH2:7])[CH:13]=2)=[CH:16][C:17]=1[F:32])[C:26]1[CH:27]=[CH:28][CH:29]=[CH:30][CH:31]=1. The catalyst class is: 601. (2) The catalyst class is: 4. Reactant: [CH3:1][N:2]([CH3:11])[C:3]1[CH:10]=[CH:9][C:6]([CH:7]=[O:8])=[CH:5][CH:4]=1.[Br-:12].[Br-].[Br-].[NH+]1C=CC=CC=1.[NH+]1C=CC=CC=1.[NH+]1C=CC=CC=1. Product: [Br:12][C:4]1[CH:5]=[C:6]([CH:9]=[CH:10][C:3]=1[N:2]([CH3:11])[CH3:1])[CH:7]=[O:8].